This data is from TCR-epitope binding with 47,182 pairs between 192 epitopes and 23,139 TCRs. The task is: Binary Classification. Given a T-cell receptor sequence (or CDR3 region) and an epitope sequence, predict whether binding occurs between them. (1) The epitope is YLNTLTLAV. The TCR CDR3 sequence is CASSLQGTGNTIYF. Result: 0 (the TCR does not bind to the epitope). (2) The epitope is AYILFTRFFYV. The TCR CDR3 sequence is CASSPGTGPNEQFF. Result: 0 (the TCR does not bind to the epitope). (3) The epitope is RIFTIGTVTLK. The TCR CDR3 sequence is CASSYFAPGGGYEQYF. Result: 0 (the TCR does not bind to the epitope). (4) The epitope is SSTFNVPMEKLK. The TCR CDR3 sequence is CASSSGQGESWTYNEQFF. Result: 0 (the TCR does not bind to the epitope). (5) The epitope is RLRAEAQVK. The TCR CDR3 sequence is CASSYGPGELFF. Result: 0 (the TCR does not bind to the epitope). (6) The epitope is AYILFTRFFYV. The TCR CDR3 sequence is CASSLENSYEQYF. Result: 0 (the TCR does not bind to the epitope). (7) The epitope is TPGPGVRYPL. The TCR CDR3 sequence is CASSPLGRVDEQFF. Result: 1 (the TCR binds to the epitope). (8) The epitope is CINGVCWTV. The TCR CDR3 sequence is CASSQEPSGSWGEQYF. Result: 1 (the TCR binds to the epitope). (9) Result: 0 (the TCR does not bind to the epitope). The TCR CDR3 sequence is CASSFVPGPQETQYF. The epitope is GLIYNRMGAVTTEV. (10) The epitope is FRYMNSQGL. The TCR CDR3 sequence is CASTRGTRHRGLFF. Result: 1 (the TCR binds to the epitope).